From a dataset of Reaction yield outcomes from USPTO patents with 853,638 reactions. Predict the reaction yield, written as a fraction of the theoretical maximum amount of product (1.0 means a 100% yield; for example, 0.34 means a 34% yield). (1) The reactants are [Br:1][C:2]1[CH:7]=[CH:6][C:5]([CH2:8][CH2:9][C:10](=[O:12])[CH3:11])=[CH:4][CH:3]=1.[Br:13]Br. The catalyst is CO. The product is [Br:13][CH2:11][C:10](=[O:12])[CH2:9][CH2:8][C:5]1[CH:4]=[CH:3][C:2]([Br:1])=[CH:7][CH:6]=1. The yield is 0.630. (2) The reactants are [C:1](=[O:4])([O-])[O-].[K+].[K+].[C:7]([O:10][C:11]1[CH:12]=[C:13]([C:17]2[CH:22]=[C:21]([C:23](=[O:32])[NH:24][C:25]3[CH:30]=[CH:29][C:28](Br)=[CH:27][N:26]=3)[CH:20]=[CH:19][C:18]=2[O:33][CH3:34])[CH:14]=[CH:15][CH:16]=1)(=[O:9])[CH3:8]. The product is [C:7]([O:10][C:11]1[CH:12]=[C:13]([C:17]2[CH:22]=[C:21]([C:23](=[O:32])[NH:24][C:25]3[CH:30]=[CH:29][C:28]([C:11]4[CH:12]=[CH:13][C:1]([OH:4])=[CH:15][CH:16]=4)=[CH:27][N:26]=3)[CH:20]=[CH:19][C:18]=2[O:33][CH3:34])[CH:14]=[CH:15][CH:16]=1)(=[O:9])[CH3:8]. The yield is 0.920. The catalyst is O1CCOCC1.C1C=CC(P(C2C=CC=CC=2)[C-]2C=CC=C2)=CC=1.C1C=CC(P(C2C=CC=CC=2)[C-]2C=CC=C2)=CC=1.Cl[Pd]Cl.[Fe+2]. (3) The reactants are Br[C:2]1[CH:7]=[CH:6][C:5]([C:8]2[C:9](=[O:20])[O:10][C:11]3[C:16]([CH:17]=2)=[CH:15][CH:14]=[C:13]([O:18][CH3:19])[CH:12]=3)=[CH:4][CH:3]=1.[C:21]1([CH3:35])[CH:26]=[CH:25][CH:24]=[C:23]([NH:27][C:28]2[CH:29]=[C:30]([CH3:34])[CH:31]=[CH:32][CH:33]=2)[CH:22]=1.CC([O-])(C)C.[K+].[H][H]. The catalyst is C1C=CC(/C=C/C(/C=C/C2C=CC=CC=2)=O)=CC=1.C1C=CC(/C=C/C(/C=C/C2C=CC=CC=2)=O)=CC=1.C1C=CC(/C=C/C(/C=C/C2C=CC=CC=2)=O)=CC=1.[Pd].[Pd].P(C(C)(C)C)(C(C)(C)C)C(C)(C)C.CO.C1(C)C=CC=CC=1. The product is [C:30]1([CH3:34])[CH:31]=[CH:32][CH:33]=[C:28]([N:27]([C:23]2[CH:22]=[C:21]([CH3:35])[CH:26]=[CH:25][CH:24]=2)[C:2]2[CH:7]=[CH:6][C:5]([C:8]3[C:9](=[O:20])[O:10][C:11]4[C:16]([CH:17]=3)=[CH:15][CH:14]=[C:13]([O:18][CH3:19])[CH:12]=4)=[CH:4][CH:3]=2)[CH:29]=1. The yield is 0.700. (4) The reactants are [NH2:1][C:2]1[CH:7]=[CH:6][C:5]([C:8]2[C:12]([CH2:13][N:14]([CH3:26])[CH2:15][CH2:16][N:17]([CH3:25])[C:18](=[O:24])[O:19][C:20]([CH3:23])([CH3:22])[CH3:21])=[CH:11][N:10]([CH:27]3[CH2:32][CH2:31][CH2:30][CH2:29][O:28]3)[N:9]=2)=[CH:4][CH:3]=1.[C:33](Cl)(=[O:37])[C:34]([CH3:36])=[CH2:35].O. The catalyst is C(Cl)Cl.CO. The product is [C:33]([NH:1][C:2]1[CH:7]=[CH:6][C:5]([C:8]2[C:12]([CH2:13][N:14]([CH3:26])[CH2:15][CH2:16][N:17]([CH3:25])[C:18](=[O:24])[O:19][C:20]([CH3:23])([CH3:22])[CH3:21])=[CH:11][N:10]([CH:27]3[CH2:32][CH2:31][CH2:30][CH2:29][O:28]3)[N:9]=2)=[CH:4][CH:3]=1)(=[O:37])[C:34]([CH3:36])=[CH2:35]. The yield is 0.450. (5) The reactants are [O:1]1[CH:5]=[CH:4][CH:3]=[C:2]1[C:6](Cl)=[O:7].[F:9][C:10]1[CH:11]=[C:12]2[C:17](=[CH:18][CH:19]=1)[N:16]([CH2:20][C:21]1[CH:26]=[CH:25][C:24]([F:27])=[CH:23][CH:22]=1)[C:15](=[O:28])[C:14]([C:29]#[N:30])=[C:13]2[N:31]1[CH2:36][CH2:35][NH:34][CH2:33][CH2:32]1. The catalyst is N1C=CC=CC=1. The product is [F:9][C:10]1[CH:11]=[C:12]2[C:17](=[CH:18][CH:19]=1)[N:16]([CH2:20][C:21]1[CH:22]=[CH:23][C:24]([F:27])=[CH:25][CH:26]=1)[C:15](=[O:28])[C:14]([C:29]#[N:30])=[C:13]2[N:31]1[CH2:36][CH2:35][N:34]([C:6]([C:2]2[O:1][CH:5]=[CH:4][CH:3]=2)=[O:7])[CH2:33][CH2:32]1. The yield is 0.850. (6) The reactants are [CH2:1]([O:3][C:4]1[C:5]([O:19][CH2:20][C:21]2[CH:26]=[CH:25][C:24]([O:27][CH3:28])=[CH:23][CH:22]=2)=[N:6][CH:7]=[C:8](B2OC(C)(C)C(C)(C)O2)[CH:9]=1)[CH3:2].Br[C:30]1[CH:35]=[CH:34][C:33]([CH2:36][C:37]([NH:39][C:40]2[CH:44]=[C:43]([C:45]([CH3:51])([CH3:50])[C:46]([F:49])([F:48])[F:47])[O:42][N:41]=2)=[O:38])=[C:32]([F:52])[CH:31]=1.C(=O)([O-])[O-].[Cs+].[Cs+]. The catalyst is O.O1CCOCC1.C1C=CC(P(C2C=CC=CC=2)[C-]2C=CC=C2)=CC=1.C1C=CC(P(C2C=CC=CC=2)[C-]2C=CC=C2)=CC=1.Cl[Pd]Cl.[Fe+2]. The yield is 0.199. The product is [CH2:1]([O:3][C:4]1[CH:9]=[C:8]([C:30]2[CH:35]=[CH:34][C:33]([CH2:36][C:37]([NH:39][C:40]3[CH:44]=[C:43]([C:45]([CH3:50])([CH3:51])[C:46]([F:49])([F:48])[F:47])[O:42][N:41]=3)=[O:38])=[C:32]([F:52])[CH:31]=2)[CH:7]=[N:6][C:5]=1[O:19][CH2:20][C:21]1[CH:22]=[CH:23][C:24]([O:27][CH3:28])=[CH:25][CH:26]=1)[CH3:2]. (7) The reactants are [N:1]1[C:2]([CH2:10][O:11][C:12]2[CH:17]=[CH:16][NH:15][C:14](=[O:18])[CH:13]=2)=[CH:3][N:4]2[CH:9]=[CH:8][CH:7]=[CH:6][C:5]=12.Br[C:20]1[CH:21]=[CH:22][C:23]2[C:24]3[CH2:33][N:32]([C:34]([O:36][C:37]([CH3:40])([CH3:39])[CH3:38])=[O:35])[CH2:31][CH2:30][C:25]=3[N:26]([CH3:29])[C:27]=2[CH:28]=1.OC1C=CC=C2C=1N=CC=C2.C([O-])([O-])=O.[Cs+].[Cs+]. The catalyst is CS(C)=O.[Cu]I. The product is [N:1]1[C:2]([CH2:10][O:11][C:12]2[CH:17]=[CH:16][N:15]([C:20]3[CH:21]=[CH:22][C:23]4[C:24]5[CH2:33][N:32]([C:34]([O:36][C:37]([CH3:40])([CH3:39])[CH3:38])=[O:35])[CH2:31][CH2:30][C:25]=5[N:26]([CH3:29])[C:27]=4[CH:28]=3)[C:14](=[O:18])[CH:13]=2)=[CH:3][N:4]2[CH:9]=[CH:8][CH:7]=[CH:6][C:5]=12. The yield is 0.260. (8) The reactants are [CH2:1]([N:8]1[CH:16]=[C:15]2[C:10]([CH:11]=[C:12]([C:17]3[CH:18]=[C:19]([CH2:27][CH2:28][CH2:29]Br)[N:20]4[C:25]=3[C:24]([NH2:26])=[N:23][CH:22]=[N:21]4)[CH:13]=[CH:14]2)=[N:9]1)[C:2]1[CH:7]=[CH:6][CH:5]=[CH:4][CH:3]=1.[C-:31]#[N:32].[Na+].[I-].[Na+].O. The catalyst is CN(C=O)C. The product is [NH2:26][C:24]1[C:25]2=[C:17]([C:12]3[CH:13]=[CH:14][C:15]4[C:10]([CH:11]=3)=[N:9][N:8]([CH2:1][C:2]3[CH:3]=[CH:4][CH:5]=[CH:6][CH:7]=3)[CH:16]=4)[CH:18]=[C:19]([CH2:27][CH2:28][CH2:29][C:31]#[N:32])[N:20]2[N:21]=[CH:22][N:23]=1. The yield is 0.670. (9) The reactants are [C:1]1([C:7]([C:30]2[CH:35]=[CH:34][CH:33]=[CH:32][CH:31]=2)=[N:8][C:9]2[CH:17]=[C:16]3[C:12]([CH:13]=[N:14][N:15]3[CH3:18])=[CH:11][C:10]=2[O:19][C:20]2[CH:25]=[CH:24][C:23]([N+:26]([O-])=O)=[CH:22][C:21]=2[F:29])[CH:6]=[CH:5][CH:4]=[CH:3][CH:2]=1.CCO.C([O-])=O.[NH4+]. The catalyst is [Pd]. The product is [NH2:26][C:23]1[CH:24]=[CH:25][C:20]([O:19][C:10]2[CH:11]=[C:12]3[C:16](=[CH:17][C:9]=2[NH:8][CH:7]([C:1]2[CH:2]=[CH:3][CH:4]=[CH:5][CH:6]=2)[C:30]2[CH:35]=[CH:34][CH:33]=[CH:32][CH:31]=2)[N:15]([CH3:18])[N:14]=[CH:13]3)=[C:21]([F:29])[CH:22]=1. The yield is 0.510. (10) The reactants are [N:1]1[CH:6]=[CH:5][CH:4]=[CH:3][CH:2]=1.[F:7][C:8]([F:21])([F:20])[S:9]([O:12]S(C(F)(F)F)(=O)=O)(=[O:11])=[O:10]. The catalyst is C(Cl)Cl. The product is [O:12]([C:2]1[CH:3]=[CH:4][CH:5]=[CH:6][N:1]=1)[S:9]([C:8]([F:21])([F:20])[F:7])(=[O:11])=[O:10]. The yield is 0.700.